Dataset: Forward reaction prediction with 1.9M reactions from USPTO patents (1976-2016). Task: Predict the product of the given reaction. (1) Given the reactants [Si:1]([O:18][CH2:19][CH2:20][C:21]1([C:45]2[CH:50]=[CH:49][CH:48]=[CH:47][CH:46]=2)[N:25]([C:26]([NH:28]C(=O)C2C=CC=CC=2)=[S:27])[N:24]=[C:23]([C:37]2[CH:42]=[C:41]([F:43])[CH:40]=[CH:39][C:38]=2[F:44])[S:22]1)([C:14]([CH3:17])([CH3:16])[CH3:15])([C:8]1[CH:13]=[CH:12][CH:11]=[CH:10][CH:9]=1)[C:2]1[CH:7]=[CH:6][CH:5]=[CH:4][CH:3]=1.NN, predict the reaction product. The product is: [Si:1]([O:18][CH2:19][CH2:20][C:21]1([C:45]2[CH:50]=[CH:49][CH:48]=[CH:47][CH:46]=2)[N:25]([C:26](=[S:27])[NH2:28])[N:24]=[C:23]([C:37]2[CH:42]=[C:41]([F:43])[CH:40]=[CH:39][C:38]=2[F:44])[S:22]1)([C:14]([CH3:15])([CH3:16])[CH3:17])([C:8]1[CH:9]=[CH:10][CH:11]=[CH:12][CH:13]=1)[C:2]1[CH:7]=[CH:6][CH:5]=[CH:4][CH:3]=1. (2) Given the reactants C([O:8][C:9]1[CH:13]=[C:12](/[CH:14]=[CH:15]/[C:16]([O:18][CH2:19][CH3:20])=[O:17])[N:11]([CH3:21])[N:10]=1)C1C=CC=CC=1, predict the reaction product. The product is: [OH:8][C:9]1[CH:13]=[C:12]([CH2:14][CH2:15][C:16]([O:18][CH2:19][CH3:20])=[O:17])[N:11]([CH3:21])[N:10]=1. (3) The product is: [F:1][C:2]1[CH:3]=[CH:4][C:5]([C:8]2[O:9][CH:10]=[C:11]([C:13](=[O:14])[CH3:17])[N:12]=2)=[CH:6][CH:7]=1. Given the reactants [F:1][C:2]1[CH:7]=[CH:6][C:5]([C:8]2[O:9][CH:10]=[C:11]([CH:13]=[O:14])[N:12]=2)=[CH:4][CH:3]=1.[N+](=[CH2:17])=[N-], predict the reaction product.